Task: Predict the reaction yield, written as a fraction of the theoretical maximum amount of product (1.0 means a 100% yield; for example, 0.34 means a 34% yield).. Dataset: Reaction yield outcomes from USPTO patents with 853,638 reactions The reactants are O[C:2]([C:5]1[CH:10]=[CH:9][CH:8]=[CH:7][C:6]=1[C:11]1([OH:18])[CH2:16][CH2:15][N:14]([CH3:17])[CH2:13][CH2:12]1)([CH3:4])[CH3:3].B(F)(F)F.CCOCC. The catalyst is C1C=CC=CC=1. The product is [CH3:17][N:14]1[CH2:13][CH2:12][C:11]2([C:6]3[CH:7]=[CH:8][CH:9]=[CH:10][C:5]=3[C:2]([CH3:3])([CH3:4])[O:18]2)[CH2:16][CH2:15]1. The yield is 0.560.